From a dataset of Full USPTO retrosynthesis dataset with 1.9M reactions from patents (1976-2016). Predict the reactants needed to synthesize the given product. (1) Given the product [Cl:1][C:2]1[N:7]=[C:6]([C:15]2[CH:16]=[CH:17][C:12]([C:10]#[N:11])=[CH:13][CH:14]=2)[C:5]([Cl:9])=[CH:4][N:3]=1, predict the reactants needed to synthesize it. The reactants are: [Cl:1][C:2]1[N:7]=[C:6](Cl)[C:5]([Cl:9])=[CH:4][N:3]=1.[C:10]([C:12]1[CH:17]=[CH:16][C:15](B(O)O)=[CH:14][CH:13]=1)#[N:11].C([O-])([O-])=O.[Na+].[Na+]. (2) The reactants are: [Cl:1][C:2]1[CH:7]=[C:6]([C:8]2[C:13]([CH2:14][OH:15])=[C:12]([CH3:16])[N:11]=[C:10]3[N:17]([CH2:20][CH3:21])[N:18]=[CH:19][C:9]=23)[CH:5]=[CH:4][N:3]=1.[Cr](Cl)([O-])(=O)=O.[NH+]1C=CC=CC=1.C([O-])(=O)C.[Na+]. Given the product [Cl:1][C:2]1[CH:7]=[C:6]([C:8]2[C:13]([CH:14]=[O:15])=[C:12]([CH3:16])[N:11]=[C:10]3[N:17]([CH2:20][CH3:21])[N:18]=[CH:19][C:9]=23)[CH:5]=[CH:4][N:3]=1, predict the reactants needed to synthesize it. (3) Given the product [N:21]1[CH:22]=[CH:23][CH:24]=[CH:25][C:20]=1[N:18]=[C:17]1[C:7]([C:1]2[CH:2]=[CH:3][CH:4]=[CH:5][CH:6]=2)=[C:8]([C:11]2[CH:16]=[CH:15][CH:14]=[CH:13][CH:12]=2)[C:9](=[N:19][C:20]2[CH:25]=[CH:24][CH:23]=[CH:22][N:21]=2)[NH:10]1, predict the reactants needed to synthesize it. The reactants are: [C:1]1(/[C:7](/[C:17]#[N:18])=[C:8](/[C:11]2[CH:16]=[CH:15][CH:14]=[CH:13][CH:12]=2)\[C:9]#[N:10])[CH:6]=[CH:5][CH:4]=[CH:3][CH:2]=1.[NH2:19][C:20]1[CH:25]=[CH:24][CH:23]=[CH:22][N:21]=1.[Cl-].[Cl-].[Ca+2]. (4) Given the product [O:3]1[C:7]2([CH2:12][CH2:11][CH:10]([OH:13])[CH2:9][CH2:8]2)[O:6][CH2:5][CH2:4]1, predict the reactants needed to synthesize it. The reactants are: [BH4-].[Na+].[O:3]1[C:7]2([CH2:12][CH2:11][C:10](=[O:13])[CH2:9][CH2:8]2)[O:6][CH2:5][CH2:4]1.O. (5) Given the product [I-:11].[CH3:1][O:2][CH2:3][CH2:4][N+:5]([CH2:8][CH3:9])([CH2:6][CH3:7])[CH3:10], predict the reactants needed to synthesize it. The reactants are: [CH3:1][O:2][CH2:3][CH2:4][N:5]([CH2:8][CH3:9])[CH2:6][CH3:7].[CH3:10][I:11]. (6) Given the product [CH:10]1([C:2]2[C:3]([CH:4]=[O:5])=[CH:6][CH:7]=[CH:8][N:9]=2)[CH2:12][CH2:11]1, predict the reactants needed to synthesize it. The reactants are: Br[C:2]1[N:9]=[CH:8][CH:7]=[CH:6][C:3]=1[CH:4]=[O:5].[CH:10]1(B(O)O)[CH2:12][CH2:11]1.[F-].[Cs+]. (7) Given the product [CH3:27][O:28][CH:4]([CH2:3][CH2:23][CH2:24][CH2:25][CH3:26])[CH2:5][CH2:6][CH2:7][CH2:8][CH2:9][CH2:10][CH2:11][CH2:12][CH2:13][CH2:14][CH:15]([C:20]([OH:22])=[O:21])[C:16]([O:18][CH3:19])=[O:17], predict the reactants needed to synthesize it. The reactants are: CO[CH:3]([CH2:23][CH2:24][CH2:25][CH3:26])[CH2:4][CH2:5][CH2:6][CH2:7][CH2:8][CH2:9][CH2:10][CH2:11][CH2:12][CH2:13][CH2:14][CH:15]([C:20]([OH:22])=[O:21])[C:16]([O:18][CH3:19])=[O:17].[CH3:27][O:28]C(CCC)CCCCCCCCCCCCC(C(O)=O)C(OC)=O.COC(CC)CCCCCCCCCCCCCC(C(O)=O)C(OC)=O.COC(C)CCCCCCCCCCCCCCC(C(O)=O)C(OC)=O. (8) Given the product [Cl:16][C:17]1[CH:18]=[CH:19][C:20]([CH:23]([C:24]2[CH:29]=[CH:28][C:27]([Cl:30])=[CH:26][CH:25]=2)[N:7]2[CH2:6][CH:5]3[CH2:1][N:2]([C:9]([O:11][C:12]([CH3:15])([CH3:14])[CH3:13])=[O:10])[CH2:3][CH:4]3[CH2:8]2)=[CH:21][CH:22]=1, predict the reactants needed to synthesize it. The reactants are: [CH2:1]1[CH:5]2[CH2:6][NH:7][CH2:8][CH:4]2[CH2:3][N:2]1[C:9]([O:11][C:12]([CH3:15])([CH3:14])[CH3:13])=[O:10].[Cl:16][C:17]1[CH:22]=[CH:21][C:20]([CH:23](Cl)[C:24]2[CH:29]=[CH:28][C:27]([Cl:30])=[CH:26][CH:25]=2)=[CH:19][CH:18]=1.C(=O)([O-])[O-].[K+].[K+].C(#N)C. (9) Given the product [NH2:32][C:30]1[N:31]=[C:26]([CH2:25][N:13]2[C:14]3[C:19](=[CH:18][CH:17]=[CH:16][CH:15]=3)[C:20](=[O:21])[C:11]([C:9]([C:4]3[CH:5]=[N:6][C:7]([CH3:8])=[C:2]([CH3:1])[CH:3]=3)=[O:10])=[CH:12]2)[CH:27]=[CH:28][CH:29]=1, predict the reactants needed to synthesize it. The reactants are: [CH3:1][C:2]1[CH:3]=[C:4]([C:9]([C:11]2[C:20](=[O:21])[C:19]3[C:14](=[CH:15][CH:16]=[CH:17][CH:18]=3)[NH:13][CH:12]=2)=[O:10])[CH:5]=[N:6][C:7]=1[CH3:8].[H-].[Na+].Br[CH2:25][C:26]1[N:31]=[C:30]([NH:32]C(=O)C(F)(F)F)[CH:29]=[CH:28][CH:27]=1. (10) Given the product [NH2:8][C:9]1[N:10]=[C:11]([C:26]2[CH:31]=[CH:30][CH:29]=[CH:28][CH:27]=2)[C:12]([C:16]2[CH:17]=[CH:18][C:19](=[O:25])[N:20]([CH:22]([CH3:24])[CH3:23])[N:21]=2)=[N:13][C:14]=1[C:33]#[C:32][Si:34]([CH3:37])([CH3:36])[CH3:35], predict the reactants needed to synthesize it. The reactants are: C(N(CC)CC)C.[NH2:8][C:9]1[N:10]=[C:11]([C:26]2[CH:31]=[CH:30][CH:29]=[CH:28][CH:27]=2)[C:12]([C:16]2[CH:17]=[CH:18][C:19](=[O:25])[N:20]([CH:22]([CH3:24])[CH3:23])[N:21]=2)=[N:13][C:14]=1Br.[C:32]([Si:34]([CH3:37])([CH3:36])[CH3:35])#[CH:33].O.